Dataset: Catalyst prediction with 721,799 reactions and 888 catalyst types from USPTO. Task: Predict which catalyst facilitates the given reaction. (1) Reactant: Br[C:2]1[CH:3]=[C:4]([N:8]2[CH2:13][CH2:12][O:11][CH2:10][CH2:9]2)[CH:5]=[N:6][CH:7]=1.C[CH2:15][O:16]CC.C([Li])CCC.CN(C=O)C. Product: [N:8]1([C:4]2[CH:5]=[N:6][CH:7]=[C:2]([CH:3]=2)[CH:15]=[O:16])[CH2:13][CH2:12][O:11][CH2:10][CH2:9]1. The catalyst class is: 81. (2) The catalyst class is: 2. Product: [OH:2][C:3]1[CH:23]=[CH:22][C:6]([C:7]([NH:9][C:10]2([C:19]([OH:21])=[O:20])[CH2:18][C:17]3[C:12](=[CH:13][CH:14]=[CH:15][CH:16]=3)[CH2:11]2)=[O:8])=[CH:5][C:4]=1[NH:24][CH2:25][CH2:26][C:27]1[CH:28]=[C:29]([CH3:33])[CH:30]=[CH:31][CH:32]=1. Reactant: C[O:2][C:3]1[CH:23]=[CH:22][C:6]([C:7]([NH:9][C:10]2([C:19]([OH:21])=[O:20])[CH2:18][C:17]3[C:12](=[CH:13][CH:14]=[CH:15][CH:16]=3)[CH2:11]2)=[O:8])=[CH:5][C:4]=1[NH:24][CH2:25][CH2:26][C:27]1[CH:28]=[C:29]([CH3:33])[CH:30]=[CH:31][CH:32]=1.B(Br)(Br)Br.C(=O)([O-])[O-].[Na+].[Na+].